From a dataset of Catalyst prediction with 721,799 reactions and 888 catalyst types from USPTO. Predict which catalyst facilitates the given reaction. (1) Product: [Br:18][C:19]1[CH:27]=[CH:26][CH:25]=[CH:24][C:20]=1[C:21]([NH:1][C:2]1[CH:10]=[CH:9][CH:8]=[C:4]([C:5](=[O:6])[NH2:7])[CH:3]=1)=[O:22]. The catalyst class is: 1. Reactant: [NH2:1][C:2]1[CH:3]=[C:4]([CH:8]=[CH:9][CH:10]=1)[C:5]([NH2:7])=[O:6].C(N(CC)CC)C.[Br:18][C:19]1[CH:27]=[CH:26][CH:25]=[CH:24][C:20]=1[C:21](Cl)=[O:22]. (2) Reactant: [Cl:1][C:2]1[C:3]([C:11]([CH:13]2[CH2:16][CH2:15][CH2:14]2)=O)=[C:4]2[CH:10]=[CH:9][NH:8][C:5]2=[N:6][CH:7]=1.[NH2:17][NH2:18].CC(O)=O. Product: [Cl:1][C:2]1[C:3]([C:11]([CH:13]2[CH2:16][CH2:15][CH2:14]2)=[N:17][NH2:18])=[C:4]2[CH:10]=[CH:9][NH:8][C:5]2=[N:6][CH:7]=1. The catalyst class is: 8. (3) Reactant: Cl.[NH2:2][OH:3].O.[CH:5]1([C:8]([C@H:10]2[C@H:15]([CH3:16])[CH2:14][C@H:13]3[C@H:17]4[C:26]([C@@H:27]([C:29]5[CH:34]=[CH:33][C:32]([C:35]6[CH:36]=[N:37][CH:38]=[CH:39][CH:40]=6)=[CH:31][CH:30]=5)[CH2:28][C@:11]23[CH3:12])=[C:25]2[C:20](=[CH:21][C:22](=O)[CH2:23][CH2:24]2)[CH2:19][CH2:18]4)=[O:9])[CH2:7][CH2:6]1. Product: [CH:5]1([C:8]([C@H:10]2[C@H:15]([CH3:16])[CH2:14][C@H:13]3[C@H:17]4[C:26]([C@@H:27]([C:29]5[CH:34]=[CH:33][C:32]([C:35]6[CH:36]=[N:37][CH:38]=[CH:39][CH:40]=6)=[CH:31][CH:30]=5)[CH2:28][C@:11]23[CH3:12])=[C:25]2[C:20](=[CH:21][C:22](=[N:2][OH:3])[CH2:23][CH2:24]2)[CH2:19][CH2:18]4)=[O:9])[CH2:7][CH2:6]1. The catalyst class is: 12. (4) Reactant: Cl.[CH3:2][C:3]1[CH:8]=[CH:7][C:6]([CH3:9])=[CH:5][C:4]=1[N:10]1[CH2:15][CH2:14][N:13]([C:16]([CH:18]2[CH2:23][NH:22][CH2:21][CH2:20][N:19]2[C:24]2[CH:29]=[CH:28][C:27]([F:30])=[CH:26][C:25]=2[CH3:31])=[O:17])[CH2:12][CH2:11]1.[CH3:32][O:33][C:34]1[CH:35]=[C:36]([S:40](Cl)(=[O:42])=[O:41])[CH:37]=[CH:38][CH:39]=1.C(N(CC)CC)C. Product: [CH3:2][C:3]1[CH:8]=[CH:7][C:6]([CH3:9])=[CH:5][C:4]=1[N:10]1[CH2:15][CH2:14][N:13]([C:16]([CH:18]2[CH2:23][N:22]([S:40]([C:36]3[CH:37]=[CH:38][CH:39]=[C:34]([O:33][CH3:32])[CH:35]=3)(=[O:42])=[O:41])[CH2:21][CH2:20][N:19]2[C:24]2[CH:29]=[CH:28][C:27]([F:30])=[CH:26][C:25]=2[CH3:31])=[O:17])[CH2:12][CH2:11]1. The catalyst class is: 39. (5) Reactant: Br[C:2]1[CH:3]=[C:4]([NH:17][C:18]2[C:27]3[C:22](=[CH:23][C:24]([F:29])=[CH:25][C:26]=3[F:28])[N:21]=[C:20]([C:30]3[CH:35]=[CH:34][CH:33]=[CH:32][N:31]=3)[C:19]=2[CH3:36])[C:5]([C:8]2[C:13]([F:14])=[CH:12][N:11]=[C:10]([O:15][CH3:16])[CH:9]=2)=[N:6][CH:7]=1.[NH:37]1[CH2:42][CH2:41][O:40][CH2:39][CH2:38]1.C1(P(C2CCCCC2)C2(C(C)C)CC(C(C)C)=CC(C(C)C)=C2C2C=CC=CC=2)CCCCC1.CC(C)([O-])C.[Na+]. Product: [F:28][C:26]1[CH:25]=[C:24]([F:29])[CH:23]=[C:22]2[C:27]=1[C:18]([NH:17][C:4]1[C:5]([C:8]3[C:13]([F:14])=[CH:12][N:11]=[C:10]([O:15][CH3:16])[CH:9]=3)=[N:6][CH:7]=[C:2]([N:37]3[CH2:42][CH2:41][O:40][CH2:39][CH2:38]3)[CH:3]=1)=[C:19]([CH3:36])[C:20]([C:30]1[CH:35]=[CH:34][CH:33]=[CH:32][N:31]=1)=[N:21]2. The catalyst class is: 101. (6) Reactant: [CH3:1][O:2][C:3]1[CH:8]=[C:7]([CH3:9])[CH:6]=[C:5]([C:10]2[C:11]([OH:18])=[CH:12][C:13]([CH3:17])=[C:14]([CH3:16])[CH:15]=2)[C:4]=1[OH:19].C(N([CH2:25][CH3:26])CC)C.Cl[P:28]1[O:32][C:31]([C:39]2[CH:44]=[CH:43][CH:42]=[CH:41][CH:40]=2)([C:33]2[CH:38]=[CH:37][CH:36]=[CH:35][CH:34]=2)[C:30]([C:51]2[CH:56]=[CH:55][CH:54]=[CH:53][CH:52]=2)([C:45]2[CH:50]=[CH:49][CH:48]=[CH:47][CH:46]=2)[O:29]1. Product: [CH3:1][O:2][C:3]1[C:4]([O:19][P:28]2[O:29][C:30]([C:51]3[CH:56]=[CH:55][CH:54]=[CH:53][CH:52]=3)([C:45]3[CH:46]=[CH:47][CH:48]=[CH:49][CH:50]=3)[C:31]([C:26]3[CH:25]=[CH:44][CH:39]=[CH:40][CH:41]=3)([C:33]3[CH:34]=[CH:35][CH:36]=[CH:37][CH:38]=3)[O:32]2)=[C:5]([C:10]2[CH:15]=[C:14]([CH3:16])[C:13]([CH3:17])=[CH:12][C:11]=2[O:18][P:28]2[O:32][C:31]([C:39]3[CH:44]=[CH:43][CH:42]=[CH:41][CH:40]=3)([C:33]3[CH:38]=[CH:37][CH:36]=[CH:35][CH:34]=3)[C:30]([C:51]3[CH:56]=[CH:55][CH:54]=[CH:53][CH:52]=3)([C:45]3[CH:50]=[CH:49][CH:48]=[CH:47][CH:46]=3)[O:29]2)[CH:6]=[C:7]([CH3:9])[CH:8]=1. The catalyst class is: 11. (7) Reactant: [CH3:1][C:2]1[N:6]([C@H:7]2[CH2:13][C@H:12]3[N:14]([CH2:15][CH2:16][C@H:17]([NH:24][C:25]([CH:27]4[CH2:32][CH2:31][C:30]([F:34])([F:33])[CH2:29][CH2:28]4)=[O:26])[C:18]4[CH:19]=[CH:20][CH:21]=[CH:22][CH:23]=4)[C@H:9]([CH2:10][CH2:11]3)[CH2:8]2)[C:5]([CH:35]([CH3:37])[CH3:36])=[N:4][N:3]=1.[P:38](=[O:42])([OH:41])([OH:40])[OH:39]. Product: [CH3:1][C:2]1[N:6]([C@H:7]2[CH2:13][C@H:12]3[N:14]([CH2:15][CH2:16][C@H:17]([NH:24][C:25]([CH:27]4[CH2:28][CH2:29][C:30]([F:34])([F:33])[CH2:31][CH2:32]4)=[O:26])[C:18]4[CH:23]=[CH:22][CH:21]=[CH:20][CH:19]=4)[C@H:9]([CH2:10][CH2:11]3)[CH2:8]2)[C:5]([CH:35]([CH3:37])[CH3:36])=[N:4][N:3]=1.[P:38]([O-:42])([O-:41])([O-:40])=[O:39]. The catalyst class is: 10.